Dataset: Full USPTO retrosynthesis dataset with 1.9M reactions from patents (1976-2016). Task: Predict the reactants needed to synthesize the given product. (1) The reactants are: [CH3:1][CH:2]([CH3:6])[CH2:3][CH2:4][OH:5].[C:20]1(P([C:20]2[CH:25]=[CH:24][CH:23]=[CH:22][CH:21]=2)[C:20]2[CH:25]=[CH:24][CH:23]=[CH:22][CH:21]=2)[CH:25]=[CH:24][CH:23]=[CH:22][CH:21]=1.[CH3:37][CH2:36][O:35][C:33](/N=N/[C:33]([O:35][CH2:36][CH3:37])=[O:34])=[O:34]. Given the product [CH2:36]([O:35][C:33](=[O:34])[C:20]1[CH:21]=[CH:22][C:23]([O:5][CH2:4][CH2:3][CH:2]([CH3:6])[CH3:1])=[CH:24][CH:25]=1)[C:37]1[CH:24]=[CH:25][CH:20]=[CH:21][CH:22]=1, predict the reactants needed to synthesize it. (2) The reactants are: [H-].[Na+].[OH:3][C:4]1[CH:5]=[C:6]2[C:11](=[CH:12][CH:13]=1)[NH:10][C:9](=[O:14])[N:8]([CH:15]1[CH2:20][CH2:19][N:18]([CH2:21][C:22]3[CH:27]=[CH:26][CH:25]=[CH:24][CH:23]=3)[CH2:17][CH2:16]1)[CH2:7]2.Br[CH2:29][CH:30]1[O:34][CH2:33][CH2:32][O:31]1.[K+].[Br-]. Given the product [O:31]1[CH2:32][CH2:33][O:34][CH:30]1[CH2:29][O:3][C:4]1[CH:5]=[C:6]2[C:11](=[CH:12][CH:13]=1)[NH:10][C:9](=[O:14])[N:8]([CH:15]1[CH2:20][CH2:19][N:18]([CH2:21][C:22]3[CH:27]=[CH:26][CH:25]=[CH:24][CH:23]=3)[CH2:17][CH2:16]1)[CH2:7]2, predict the reactants needed to synthesize it. (3) Given the product [Cl:24][C:22]1[CH:23]=[C:7]2[C:6]([OH:25])=[C:5]([C:3]([NH:26][CH2:27][C:28]([OH:30])=[O:29])=[O:4])[C:10](=[O:11])[N:9]([CH2:12][C:13]3[CH:14]=[CH:15][C:16]([O:19][CH3:20])=[CH:17][CH:18]=3)[N:8]2[CH:21]=1, predict the reactants needed to synthesize it. The reactants are: CO[C:3]([C:5]1[C:10](=[O:11])[N:9]([CH2:12][C:13]2[CH:18]=[CH:17][C:16]([O:19][CH3:20])=[CH:15][CH:14]=2)[N:8]2[CH:21]=[C:22]([Cl:24])[CH:23]=[C:7]2[C:6]=1[OH:25])=[O:4].[NH2:26][CH2:27][C:28]([O-:30])=[O:29].[Na+]. (4) Given the product [Br:5][C:6]1[C:7]([C:16]2[CH:21]=[CH:20][C:19]([F:22])=[CH:18][C:17]=2[OH:23])=[N:8][N:9]([CH3:15])[C:10]=1[O:11][CH:12]([F:14])[F:13], predict the reactants needed to synthesize it. The reactants are: B(Br)(Br)Br.[Br:5][C:6]1[C:7]([C:16]2[CH:21]=[CH:20][C:19]([F:22])=[CH:18][C:17]=2[O:23]C)=[N:8][N:9]([CH3:15])[C:10]=1[O:11][CH:12]([F:14])[F:13].C(OCC)C.O. (5) Given the product [CH2:11]([O:18][C:2]1[C:3]([CH3:10])=[N:4][C:5]([O:8][CH3:9])=[CH:6][CH:7]=1)[C:12]1[CH:17]=[CH:16][CH:15]=[CH:14][CH:13]=1, predict the reactants needed to synthesize it. The reactants are: Br[C:2]1[C:3]([CH3:10])=[N:4][C:5]([O:8][CH3:9])=[CH:6][CH:7]=1.[CH2:11]([OH:18])[C:12]1[CH:17]=[CH:16][CH:15]=[CH:14][CH:13]=1.N1C2C(=CC=C3C=2N=CC=C3)C=CC=1.C([O-])([O-])=O.[Cs+].[Cs+]. (6) Given the product [C:1]([OH:7])([C:3]([F:6])([F:5])[F:4])=[O:2].[NH:9]1[CH2:8][CH2:14][CH2:13][CH2:1]1, predict the reactants needed to synthesize it. The reactants are: [C:1]([OH:7])([C:3]([F:6])([F:5])[F:4])=[O:2].[C:8](=O)([O-])[NH2:9].Cl[CH2:13][CH2:14]Cl. (7) Given the product [C:11]([O:15][C:16]([NH:18][C@H:19]1[CH2:23][C@@:22]([CH2:37][CH2:36][O:35][Si:32]([C:28]([CH3:31])([CH3:30])[CH3:29])([CH3:34])[CH3:33])([C:24]([O:26][CH3:27])=[O:25])[CH:21]=[CH:20]1)=[O:17])([CH3:14])([CH3:13])[CH3:12], predict the reactants needed to synthesize it. The reactants are: [Li+].C[Si]([N-][Si](C)(C)C)(C)C.[C:11]([O:15][C:16]([NH:18][C@H:19]1[CH2:23][C@@H:22]([C:24]([O:26][CH3:27])=[O:25])[CH:21]=[CH:20]1)=[O:17])([CH3:14])([CH3:13])[CH3:12].[C:28]([Si:32]([O:35][CH2:36][CH2:37]I)([CH3:34])[CH3:33])([CH3:31])([CH3:30])[CH3:29].Cl. (8) Given the product [CH2:1]([C:3]1[O:4][C:5]2[C:11]([C:12]([O:14][CH3:15])=[O:13])=[CH:10][C:9]([O:16][CH2:26][C:25]([CH3:27])=[CH2:24])=[CH:8][C:6]=2[CH:7]=1)[CH3:2], predict the reactants needed to synthesize it. The reactants are: [CH2:1]([C:3]1[O:4][C:5]2[C:11]([C:12]([O:14][CH3:15])=[O:13])=[CH:10][C:9]([OH:16])=[CH:8][C:6]=2[CH:7]=1)[CH3:2].C(=O)([O-])[O-].[K+].[K+].Cl[CH2:24][C:25]([CH3:27])=[CH2:26]. (9) Given the product [NH:1]1[C:5]2[CH:6]=[CH:7][CH:8]=[CH:9][C:4]=2[N:3]=[C:2]1[C:10]1[CH:11]=[C:12]([NH:17][C:18]([C:20]2[CH:25]=[CH:24][C:23]([C:26]3[CH:31]=[CH:30][C:29]([NH2:32])=[CH:28][CH:27]=3)=[CH:22][C:21]=2[CH3:35])=[O:19])[CH:13]=[CH:14][C:15]=1[Cl:16], predict the reactants needed to synthesize it. The reactants are: [NH:1]1[C:5]2[CH:6]=[CH:7][CH:8]=[CH:9][C:4]=2[N:3]=[C:2]1[C:10]1[CH:11]=[C:12]([NH:17][C:18]([C:20]2[CH:25]=[CH:24][C:23]([C:26]3[CH:31]=[CH:30][C:29]([N+:32]([O-])=O)=[CH:28][CH:27]=3)=[CH:22][C:21]=2[CH3:35])=[O:19])[CH:13]=[CH:14][C:15]=1[Cl:16].[NH4+].[Cl-].C([O-])([O-])=O.[Na+].[Na+].